From a dataset of CYP2D6 inhibition data for predicting drug metabolism from PubChem BioAssay. Regression/Classification. Given a drug SMILES string, predict its absorption, distribution, metabolism, or excretion properties. Task type varies by dataset: regression for continuous measurements (e.g., permeability, clearance, half-life) or binary classification for categorical outcomes (e.g., BBB penetration, CYP inhibition). Dataset: cyp2d6_veith. The result is 0 (non-inhibitor). The drug is C[C@H]1OC[C@@H](C[N+](C)(C)C)O1.